From a dataset of Orexin1 receptor HTS with 218,158 compounds and 233 confirmed actives. Binary Classification. Given a drug SMILES string, predict its activity (active/inactive) in a high-throughput screening assay against a specified biological target. (1) The drug is S(CC(=O)NC1CCCC1)c1nc2c(cc1CC)cccc2C. The result is 0 (inactive). (2) The result is 0 (inactive). The drug is S(c1n(c(nn1)Cc1ccc(OCC)cc1)C)CC(=O)N.